This data is from Peptide-MHC class I binding affinity with 185,985 pairs from IEDB/IMGT. The task is: Regression. Given a peptide amino acid sequence and an MHC pseudo amino acid sequence, predict their binding affinity value. This is MHC class I binding data. The peptide sequence is VLYCVHQRV. The MHC is HLA-A26:02 with pseudo-sequence HLA-A26:02. The binding affinity (normalized) is 0.0847.